This data is from Catalyst prediction with 721,799 reactions and 888 catalyst types from USPTO. The task is: Predict which catalyst facilitates the given reaction. (1) Reactant: [NH2:1][C@H:2]1[CH2:7][CH2:6][C@H:5]([NH:8][C:9]2[C:14]([CH3:15])=[C:13]([N:16]([C:24]3[CH:29]=[CH:28][C:27]([I:30])=[CH:26][CH:25]=3)C(OC(C)(C)C)=O)[N:12]3[N:31]=[CH:32][CH:33]=[C:11]3[N:10]=2)[CH2:4][CH2:3]1.[F:41][C:40]([F:43])([F:42])[C:39](O[C:39](=[O:44])[C:40]([F:43])([F:42])[F:41])=[O:44]. Product: [NH2:1][C@H:2]1[CH2:7][CH2:6][C@H:5]([NH:8][C:9]2[C:14]([CH3:15])=[C:13]([NH:16][C:24]3[CH:29]=[CH:28][C:27]([I:30])=[CH:26][CH:25]=3)[N:12]3[N:31]=[CH:32][C:33]([C:39](=[O:44])[C:40]([F:41])([F:42])[F:43])=[C:11]3[N:10]=2)[CH2:4][CH2:3]1. The catalyst class is: 26. (2) Reactant: Br[C:2]1[O:6][C:5]([CH3:7])=[C:4]([CH:8]=[O:9])[CH:3]=1.[CH3:10][C:11]1[CH:12]=[C:13](B(O)O)[CH:14]=[N:15][CH:16]=1.C(=O)([O-])[O-].[Na+].[Na+].COCCOC. Product: [CH3:10][C:11]1[CH:12]=[C:13]([C:2]2[O:6][C:5]([CH3:7])=[C:4]([CH:8]=[O:9])[CH:3]=2)[CH:14]=[N:15][CH:16]=1. The catalyst class is: 103.